Dataset: Peptide-MHC class I binding affinity with 185,985 pairs from IEDB/IMGT. Task: Regression. Given a peptide amino acid sequence and an MHC pseudo amino acid sequence, predict their binding affinity value. This is MHC class I binding data. The peptide sequence is TLFDWGFAL. The MHC is HLA-A02:06 with pseudo-sequence HLA-A02:06. The binding affinity (normalized) is 1.00.